From a dataset of Peptide-MHC class I binding affinity with 185,985 pairs from IEDB/IMGT. Regression. Given a peptide amino acid sequence and an MHC pseudo amino acid sequence, predict their binding affinity value. This is MHC class I binding data. (1) The peptide sequence is SQVLQQSTY. The MHC is HLA-A03:01 with pseudo-sequence HLA-A03:01. The binding affinity (normalized) is 0.0845. (2) The binding affinity (normalized) is 0.104. The MHC is HLA-A03:01 with pseudo-sequence HLA-A03:01. The peptide sequence is VMELIRMIKR. (3) The peptide sequence is NLRETNLDSL. The MHC is HLA-A02:02 with pseudo-sequence HLA-A02:02. The binding affinity (normalized) is 0.533. (4) The peptide sequence is RLASTVIYR. The MHC is HLA-A23:01 with pseudo-sequence HLA-A23:01. The binding affinity (normalized) is 0.0847. (5) The peptide sequence is RFPLTFGW. The MHC is HLA-C06:02 with pseudo-sequence HLA-C06:02. The binding affinity (normalized) is 0. (6) The peptide sequence is LLEAVYGNIK. The MHC is HLA-A33:01 with pseudo-sequence HLA-A33:01. The binding affinity (normalized) is 0.